From a dataset of Reaction yield outcomes from USPTO patents with 853,638 reactions. Predict the reaction yield, written as a fraction of the theoretical maximum amount of product (1.0 means a 100% yield; for example, 0.34 means a 34% yield). The reactants are C(NC(C)C)(C)C.C(=O)=O.[CH2:11]([OH:14])[CH2:12]O.C([Li])CCC.CC(C)(C(=O)C)C(OC)=O.C1C=CC(N([S:37]([C:40]([F:43])([F:42])[F:41])(=[O:39])=[O:38])[S:37]([C:40]([F:43])([F:42])[F:41])(=[O:39])=[O:38])=CC=1. The catalyst is C1COCC1.C(OCC)(=O)C. The product is [O:14]([CH:11]=[CH2:12])[S:37]([C:40]([F:43])([F:42])[F:41])(=[O:39])=[O:38]. The yield is 0.870.